From a dataset of Full USPTO retrosynthesis dataset with 1.9M reactions from patents (1976-2016). Predict the reactants needed to synthesize the given product. (1) Given the product [Br:14][CH2:15][C:16]([NH:8][C:6]1[CH:5]=[N:4][CH:3]=[C:2]([Cl:1])[N:7]=1)=[O:17], predict the reactants needed to synthesize it. The reactants are: [Cl:1][C:2]1[N:7]=[C:6]([NH2:8])[CH:5]=[N:4][CH:3]=1.C(=O)(O)[O-].[Na+].[Br:14][CH2:15][C:16](Br)=[O:17]. (2) Given the product [C:1]([NH:5][C:6]([C:8]1[C:16]2[C:11](=[N:12][CH:13]=[C:14]([NH:17][C:18]3[CH:19]=[N:20][C:21]([CH3:24])=[CH:22][CH:23]=3)[N:15]=2)[NH:10][CH:9]=1)=[O:7])([CH3:4])([CH3:3])[CH3:2], predict the reactants needed to synthesize it. The reactants are: [C:1]([NH:5][C:6]([C:8]1[C:16]2[C:11](=[N:12][CH:13]=[C:14]([NH:17][C:18]3[CH:19]=[N:20][C:21]([CH3:24])=[CH:22][CH:23]=3)[N:15]=2)[N:10](COCC[Si](C)(C)C)[CH:9]=1)=[O:7])([CH3:4])([CH3:3])[CH3:2].FC(F)(F)C(O)=O.CO.[OH-].[NH4+].